Dataset: In vitro SARS-CoV-2 activity screen of 1,480 approved drugs from Prestwick library. Task: Binary Classification. Given a drug SMILES string, predict its activity (active/inactive) in a high-throughput screening assay against a specified biological target. (1) The molecule is CO/N=C(\C(=O)N[C@@H]1C(=O)N2C(C(=O)O)=C(C[N+]3(C)CCCC3)CS[C@H]12)c1csc(N)n1.Cl.O.[Cl-]. The result is 0 (inactive). (2) The compound is COC(=O)C1=C(C)NC(C)=C(C(=O)OCC(C)C)C1c1ccccc1[N+](=O)[O-]. The result is 0 (inactive). (3) The drug is CC(=O)CC(c1ccccc1)c1c(O)c2ccccc2oc1=O. The result is 0 (inactive). (4) The molecule is CC(=O)[C@H]1CC[C@H]2[C@@H]3CC=C4C[C@@H](O)CC[C@]4(C)[C@H]3CC[C@]12C. The result is 1 (active). (5) The compound is CCCCc1ncc(/C=C(\Cc2cccs2)C(=O)O)n1Cc1ccc(C(=O)O)cc1.CS(=O)(=O)O. The result is 0 (inactive). (6) The result is 0 (inactive). The compound is CC(=O)Nc1ccc(OC(=O)c2ccccc2O)cc1. (7) The result is 0 (inactive). The molecule is CNCCC=C1c2ccccc2CCc2ccccc21.Cl. (8) The molecule is CCc1oc2ccccc2c1C(=O)c1cc(I)c(O)c(I)c1. The result is 0 (inactive). (9) The compound is COc1ccc(CCN2CCC(Nc3nc4ccccc4n3Cc3ccc(F)cc3)CC2)cc1. The result is 0 (inactive). (10) The molecule is CCCCCN=C(N)N/N=C/c1c[nH]c2ccc(OC)cc12.O=C(O)/C=C\C(=O)O. The result is 0 (inactive).